Dataset: Forward reaction prediction with 1.9M reactions from USPTO patents (1976-2016). Task: Predict the product of the given reaction. (1) Given the reactants [CH:1]1([CH2:4][N:5]2[C:9]3=[N:10][CH:11]=[N:12][C:13]([NH2:14])=[C:8]3[C:7](I)=[N:6]2)[CH2:3][CH2:2]1.[Cl:16][C:17]1[CH:22]=[CH:21][C:20](B(O)O)=[CH:19][CH:18]=1.C(=O)([O-])[O-].[Na+].[Na+].O, predict the reaction product. The product is: [Cl:16][C:17]1[CH:22]=[CH:21][C:20]([C:7]2[C:8]3[C:9](=[N:10][CH:11]=[N:12][C:13]=3[NH2:14])[N:5]([CH2:4][CH:1]3[CH2:3][CH2:2]3)[N:6]=2)=[CH:19][CH:18]=1. (2) Given the reactants [NH2:1][C:2]1[N:7]=[CH:6][N:5]=[C:4]2[NH:8][N:9]=[CH:10][C:3]=12.CN(C)C=O.[I:16]N1C(=O)CCC1=O, predict the reaction product. The product is: [I:16][C:10]1[C:3]2[C:4](=[N:5][CH:6]=[N:7][C:2]=2[NH2:1])[NH:8][N:9]=1. (3) The product is: [NH2:30][C:31]1[N:5]([CH2:6][CH2:7][NH:8][C:9]([CH:11]2[CH2:16][CH2:15][CH2:14][CH2:13][CH2:12]2)=[O:10])[CH2:4][C:3]2[C:2](=[CH:20][CH:19]=[C:18]([C:21](=[O:28])[C:22]3[CH:23]=[CH:24][CH:25]=[CH:26][CH:27]=3)[CH:17]=2)[N:1]=1. Given the reactants [NH2:1][C:2]1[CH:20]=[CH:19][C:18]([C:21](=[O:28])[C:22]2[CH:27]=[CH:26][CH:25]=[CH:24][CH:23]=2)=[CH:17][C:3]=1[CH2:4][NH:5][CH2:6][CH2:7][NH:8][C:9]([CH:11]1[CH2:16][CH2:15][CH2:14][CH2:13][CH2:12]1)=[O:10].[Br].[N:30]#[C:31]C#N, predict the reaction product. (4) Given the reactants [F:1][C:2]1[CH:21]=[CH:20][C:5]([O:6][C:7]2[C:16]3[C:11](=[C:12]([N+:17]([O-])=O)[CH:13]=[CH:14][CH:15]=3)[CH:10]=[CH:9][N:8]=2)=[CH:4][C:3]=1[C:22]([F:25])([F:24])[F:23].[NH4+].[Cl-], predict the reaction product. The product is: [F:1][C:2]1[CH:21]=[CH:20][C:5]([O:6][C:7]2[C:16]3[CH:15]=[CH:14][CH:13]=[C:12]([NH2:17])[C:11]=3[CH:10]=[CH:9][N:8]=2)=[CH:4][C:3]=1[C:22]([F:25])([F:23])[F:24].